Dataset: NCI-60 drug combinations with 297,098 pairs across 59 cell lines. Task: Regression. Given two drug SMILES strings and cell line genomic features, predict the synergy score measuring deviation from expected non-interaction effect. (1) Drug 1: C(=O)(N)NO. Drug 2: CCC1(C2=C(COC1=O)C(=O)N3CC4=CC5=C(C=CC(=C5CN(C)C)O)N=C4C3=C2)O.Cl. Cell line: NCI-H460. Synergy scores: CSS=60.3, Synergy_ZIP=-1.05, Synergy_Bliss=-2.50, Synergy_Loewe=-29.5, Synergy_HSA=-0.461. (2) Drug 1: CC1OCC2C(O1)C(C(C(O2)OC3C4COC(=O)C4C(C5=CC6=C(C=C35)OCO6)C7=CC(=C(C(=C7)OC)O)OC)O)O. Drug 2: COC1=NC(=NC2=C1N=CN2C3C(C(C(O3)CO)O)O)N. Cell line: UACC62. Synergy scores: CSS=27.7, Synergy_ZIP=-8.17, Synergy_Bliss=-0.126, Synergy_Loewe=-26.5, Synergy_HSA=-1.52. (3) Drug 1: CCC1=CC2CC(C3=C(CN(C2)C1)C4=CC=CC=C4N3)(C5=C(C=C6C(=C5)C78CCN9C7C(C=CC9)(C(C(C8N6C)(C(=O)OC)O)OC(=O)C)CC)OC)C(=O)OC.C(C(C(=O)O)O)(C(=O)O)O. Drug 2: CC1C(C(CC(O1)OC2CC(OC(C2O)C)OC3=CC4=CC5=C(C(=O)C(C(C5)C(C(=O)C(C(C)O)O)OC)OC6CC(C(C(O6)C)O)OC7CC(C(C(O7)C)O)OC8CC(C(C(O8)C)O)(C)O)C(=C4C(=C3C)O)O)O)O. Cell line: 786-0. Synergy scores: CSS=29.9, Synergy_ZIP=0.899, Synergy_Bliss=1.21, Synergy_Loewe=-25.3, Synergy_HSA=0.597. (4) Drug 1: CN(C)C1=NC(=NC(=N1)N(C)C)N(C)C. Drug 2: C1=CC(=CC=C1CCCC(=O)O)N(CCCl)CCCl. Cell line: M14. Synergy scores: CSS=7.60, Synergy_ZIP=-5.92, Synergy_Bliss=-2.37, Synergy_Loewe=-18.1, Synergy_HSA=-5.47. (5) Drug 1: CC1C(C(=O)NC(C(=O)N2CCCC2C(=O)N(CC(=O)N(C(C(=O)O1)C(C)C)C)C)C(C)C)NC(=O)C3=C4C(=C(C=C3)C)OC5=C(C(=O)C(=C(C5=N4)C(=O)NC6C(OC(=O)C(N(C(=O)CN(C(=O)C7CCCN7C(=O)C(NC6=O)C(C)C)C)C)C(C)C)C)N)C. Drug 2: CC1=C(C=C(C=C1)C(=O)NC2=CC(=CC(=C2)C(F)(F)F)N3C=C(N=C3)C)NC4=NC=CC(=N4)C5=CN=CC=C5. Cell line: UO-31. Synergy scores: CSS=1.03, Synergy_ZIP=-0.0771, Synergy_Bliss=1.80, Synergy_Loewe=-0.331, Synergy_HSA=0.621. (6) Drug 1: CC1=C2C(C(=O)C3(C(CC4C(C3C(C(C2(C)C)(CC1OC(=O)C(C(C5=CC=CC=C5)NC(=O)OC(C)(C)C)O)O)OC(=O)C6=CC=CC=C6)(CO4)OC(=O)C)O)C)O. Drug 2: COCCOC1=C(C=C2C(=C1)C(=NC=N2)NC3=CC=CC(=C3)C#C)OCCOC.Cl. Cell line: RPMI-8226. Synergy scores: CSS=11.8, Synergy_ZIP=-1.22, Synergy_Bliss=-3.33, Synergy_Loewe=6.88, Synergy_HSA=-2.94. (7) Drug 1: CCC(=C(C1=CC=CC=C1)C2=CC=C(C=C2)OCCN(C)C)C3=CC=CC=C3.C(C(=O)O)C(CC(=O)O)(C(=O)O)O. Drug 2: CN(C(=O)NC(C=O)C(C(C(CO)O)O)O)N=O. Cell line: SW-620. Synergy scores: CSS=6.22, Synergy_ZIP=-2.19, Synergy_Bliss=1.17, Synergy_Loewe=1.17, Synergy_HSA=0.866. (8) Drug 1: C(=O)(N)NO. Drug 2: C1CNP(=O)(OC1)N(CCCl)CCCl. Cell line: MDA-MB-435. Synergy scores: CSS=2.59, Synergy_ZIP=-0.530, Synergy_Bliss=-0.666, Synergy_Loewe=0.961, Synergy_HSA=-0.317.